Predict the reactants needed to synthesize the given product. From a dataset of Full USPTO retrosynthesis dataset with 1.9M reactions from patents (1976-2016). Given the product [CH2:1]([C:8]1[C:9]([C:21]([F:22])([F:23])[F:24])=[C:10]([CH:14]=[CH:15][C:16]=1[O:17][CH2:18][CH2:19][O:20][C:31](=[O:33])[CH3:32])[C:11]([OH:13])=[O:12])[C:2]1[CH:3]=[CH:4][CH:5]=[CH:6][CH:7]=1, predict the reactants needed to synthesize it. The reactants are: [CH2:1]([C:8]1[C:9]([C:21]([F:24])([F:23])[F:22])=[C:10]([CH:14]=[CH:15][C:16]=1[O:17][CH2:18][CH2:19][OH:20])[C:11]([OH:13])=[O:12])[C:2]1[CH:7]=[CH:6][CH:5]=[CH:4][CH:3]=1.N1C=CC=CC=1.[C:31](Cl)(=[O:33])[CH3:32].Cl.